Dataset: B-cell epitopes from IEDB database with 3,159 antigens for binding position prediction. Task: Token-level Classification. Given an antigen amino acid sequence, predict which amino acid positions are active epitope sites capable of antibody binding. Output is a list of indices for active positions. (1) Given the antigen sequence: MGGGNGGGGTKDKDAKHALDRIGEEVYKEKVENDAEKYKKALKGNLQEAKGIGELASSPNPCKLVEDYYNNRLKRKRYPCANRQTVRFSDEYGGQCTFNRIKDSENNDNSIGACAPYRRLHLCDYNLEKMGKTSTTKHDLLLDVCMAAKYEGDSIKTHYTKHELTNPDTKSQLCTILARSFADIGDIVRGKDLYLGYDDKEKDERKKLENNLIEIFKKIHENLGTQDAKDHYKKDEENYYQLREDWWTANRSTVWKAITCHAGESDKYFRKTCCSGEWTDDKCRCKDEEGKNETNEVPTYFDYVPQYLRWFEEWAEDFCRKRKKKIENAIKNCRGEKGNERYCDLNGYNCEETARGAEIFVKGDDCHKCSVACDRFVKWIDNQRKEFDKQKKKYDEEINKTHGTTITTGNGKINNLYVGHFYKILKKYYPTVDKSLQKLNDEAICKKPPNVGNEKASTVDFNNEVNTTFSHTTYCEACPWCGAQKEKNGGGWKAKEKSCA..., which amino acid positions are active epitope sites? The epitope positions are: [182, 183, 184, 185, 186, 187, 188, 189, 190, 191, 192, 193]. The amino acids at these positions are: DIGDIVRGKDLY. (2) Given the antigen sequence: QSVLTQPPSVSGAPGQRVTISCTGSRSNIGAGYHVHWYQQLPGTAPKLLIYADTNRPSGVPDRFSGSKSGTSASLAITGLQAEDEAEYYCQSYDTNLVGVFGGGTKLTVLSQPKAAPSVTLFPPSSEELQANKATLVCLISDFYPGAVTVAWKADSSPVKAGVETTTPSKQSNNKYAASSYLSLTPEQWKSHKSYSCQVTHEGSTVEKTVAPTECS, which amino acid positions are active epitope sites? The epitope positions are: [132, 133, 134, 135, 136, 137, 138, 139, 140, 141, 142, 143, 144, 145, 146, 147]. The amino acids at these positions are: KATLVCLISDFYPGAV. (3) Given the antigen sequence: MASLLKSLALFKKNKDKPPLAAGSGGAIRGIKHVIIVPIPGDSSITTRSRLLDCLVKMVGDPDISGPKLTGALISILSLFVESPGQLIQRITDDPDISIKLVEVVQSDKTQSGLTFASRGASMDDEADRYFTYAEPNGGEERQSYWFENREIQDIEVQDPEGFNMILATILAQIWILLAKAVTTPDTAADSELRRWVKYTQQRRVIGEFRLDKGWLDTVRNRIAEDLSLRRFMVALILDIKRTPGNKPRIAEMICDIDTYIVEAGLASFILTIKFGIETMYPALGLHEFAGELSTIESLMNLYQQMGELAPYMVILENSIQNKFSAGAYPLLWSYAMGVGVELESSMGGLNFGRSYFDPAYFRLGQEMVRRSAGKVSSNLASELGITEEEAKLVSEIAAYTGDDRNSRTSGPKQTQVSFLRTDQGGEIQHNASKKDEARVPQVRKETWASSRSDRYKEDTDNESVSPXVKTLIDVDTTPEADTDPLGSKKSAEALLKLQT..., which amino acid positions are active epitope sites? The epitope positions are: [478, 479, 480, 481, 482, 483, 484, 485]. The amino acids at these positions are: PEADTDPL. (4) Given the antigen sequence: ITCGQVSSSLAPCIPYVRGGGAVPPACCNGIRNVNNLARTTPDRQAACNCLKQLSASVPGVNPNNAAALPGKCGVSIPYKISASTNCATVK, which amino acid positions are active epitope sites? The epitope positions are: [0, 1, 2, 3, 4, 5, 6, 7, 8, 9]. The amino acids at these positions are: ITCGQVSSSL.